From a dataset of Drug-target binding data from BindingDB using IC50 measurements. Regression. Given a target protein amino acid sequence and a drug SMILES string, predict the binding affinity score between them. We predict pIC50 (pIC50 = -log10(IC50 in M); higher means more potent). Dataset: bindingdb_ic50. (1) The compound is CC(C)=CCC/C(C)=C\COc1cc(O)cc(O)c1C(=O)C(C)C. The target protein (P9WJL3) has sequence MSSLARGISRRRTEVATQVEAAPTGLRPNAVVGVRLAALADQVGAALAEGPAQRAVTEDRTVTGVTLRAQDVSPGDLFAALTGSTTHGARHVGDAIARGAVAVLTDPAGVAEIAGRAAVPVLVHPAPRGVLGGLAATVYGHPSERLTVIGITGTSGKTTTTYLVEAGLRAAGRVAGLIGTIGIRVGGADLPSALTTPEAPTLQAMLAAMVERGVDTVVMEVSSHALALGRVDGTRFAVGAFTNLSRDHLDFHPSMADYFEAKASLFDPDSALRARTAVVCIDDDAGRAMAARAADAITVSAADRPAHWRATDVAPTDAGGQQFTAIDPAGVGHHIGIRLPGRYNVANCLVALAILDTVGVSPEQAVPGLREIRVPGRLEQIDRGQGFLALVDYAHKPEALRSVLTTLAHPDRRLAVVFGAGGDRDPGKRAPMGRIAAQLADLVVVTDDNPRDEDPTAIRREILAGAAEVGGDAQVVEIADRRDAIRHAVAWARPGDVVLI.... The pIC50 is 4.1. (2) The drug is CCC1C(CC(N)=O)=C2C(OCC(=O)O)=CC=CN2/C1=C\c1cccc2ccccc12. The target protein (P04054) has sequence MKLLVLAVLLTVAAADSGISPRAVWQFRKMIKCVIPGSDPFLEYNNYGCYCGLGGSGTPVDELDKCCQTHDNCYDQAKKLDSCKFLLDNPYTHTYSYSCSGSAITCSSKNKECEAFICNCDRNAAICFSKAPYNKAHKNLDTKKYCQS. The pIC50 is 4.6. (3) The drug is O=c1[nH]nc(C2CCNCC2)o1. The target protein (P30191) has sequence MLLLLPWLFSLLWIENAQAQLEDEGNFYSENVSRILDNLLEGYDNRLRPGFGGAVTEVKTDIYVTSFGPVSDVEMEYTMDVFFRQTWTDERLKFKGPAEILSLNNLMVSKIWTPDTFFRNGKKSIAHNMTTPNKLFRLMHNGTILYTMRLTINADCPMRLVNFPMDGHACPLKFGSYAYPKSEIIYTWKKGPLYSVEVPEESSSLLQYDLIGQTVSSETIKSNTGEYVIMTVYFHLQRKMGYFMIQIYTPCIMTVILSQVSFWINKESVPARTVFGITTVLTMTTLSISARHSLPKVSYATAMDWFIAVCFAFVFSALIEFAAVNYFTNLQSQKAERQAQTAAKPPVAKSKTTESLEAEIVVHSDSKYHLKKRISSLTLPIVPSSEASKVLSRTPILPSTPVTPPLLLPAIGGTSKIDQYSRILFPVAFAGFNLVYWIVYLSKDTMEVSSTVE. The pIC50 is 3.9. (4) The small molecule is CC(=O)Nc1sc2c(c1C#N)CCCC2. The target protein (P30083) has sequence MRPPSPPHVRWLCVLAGALACALRPAGSQAASPQHECEYLQLIEIQRQQCLEEAQLENETTGCSKMWDNLTCWPTTPRGQAVVLDCPLIFQLFAPIHGYNISRSCTEEGWSQLEPGPYHIACGLNDRASSLDEQQQTKFYNTVKTGYTIGYSLSLASLLVAMAILSLFRKLHCTRNYIHMHLFMSFILRATAVFIKDMALFNSGEIDHCSEASVGCKAAVVFFQYCVMANFFWLLVEGLYLYTLLAVSFFSERKYFWGYILIGWGVPSVFITIWTVVRIYFEDFGCWDTIINSSLWWIIKAPILLSILVNFVLFICIIRILVQKLRPPDIGKNDSSPYSRLAKSTLLLIPLFGIHYVMFAFFPDNFKAQVKMVFELVVGSFQGFVVAILYCFLNGEVQAELRRKWRRWHLQGVLGWSSKSQHPWGGSNGATCSTQVSMLTRVSPSARRSSSFQAEVSLV. The pIC50 is 4.9.